From a dataset of Full USPTO retrosynthesis dataset with 1.9M reactions from patents (1976-2016). Predict the reactants needed to synthesize the given product. The reactants are: [CH3:1][NH:2][CH3:3].C(N(CC)C(C)C)(C)C.Br[CH2:14][C:15]1[CH:20]=[C:19]([C:21]([CH3:24])([CH3:23])[CH3:22])[CH:18]=[C:17]([Cl:25])[N:16]=1.C(=O)(O)[O-].[Na+]. Given the product [C:21]([C:19]1[CH:18]=[C:17]([Cl:25])[N:16]=[C:15]([CH2:14][N:2]([CH3:3])[CH3:1])[CH:20]=1)([CH3:24])([CH3:23])[CH3:22], predict the reactants needed to synthesize it.